Dataset: Peptide-MHC class II binding affinity with 134,281 pairs from IEDB. Task: Regression. Given a peptide amino acid sequence and an MHC pseudo amino acid sequence, predict their binding affinity value. This is MHC class II binding data. The peptide sequence is NVQSLGWNIITFKDK. The MHC is HLA-DQA10501-DQB10302 with pseudo-sequence HLA-DQA10501-DQB10302. The binding affinity (normalized) is 0.417.